This data is from Experimentally validated miRNA-target interactions with 360,000+ pairs, plus equal number of negative samples. The task is: Binary Classification. Given a miRNA mature sequence and a target amino acid sequence, predict their likelihood of interaction. (1) The miRNA is hsa-miR-4677-3p with sequence UCUGUGAGACCAAAGAACUACU. The protein sequence of the target gene is MILSNTTAVTPFLTKLWQETVQQGGNMSGLARRSPRSSDGKLEALYVLMVLGFFGFFTLGIMLSYIRSKKLEHSNDPFNVYIESDAWQEKDKAYVQARVLESYRSCYVVENHLAIEQPNTHLPETKPSP. Result: 0 (no interaction). (2) The miRNA is hsa-miR-454-3p with sequence UAGUGCAAUAUUGCUUAUAGGGU. The protein sequence of the target gene is MATYLEFIQQNEERDGVRFSWNVWPSSRLEATRMVVPLACLLTPLKERPDLPPVQYEPVLCSRPTCKAVLNPLCQVDYRAKLWACNFCFQRNQFPPAYGGISEVNQPAELMPQFSTIEYVIQRGAQSPLIFLYVVDTCLEEDDLQALKESLQMSLSLLPPDALVGLITFGRMVQVHELSCEGISKSYVFRGTKDLTAKQIQDMLGLTKPAMPMQQARPAQPQEHPFASSRFLQPVHKIDMNLTDLLGELQRDPWPVTQGKRPLRSTGVALSIAVGLLEGTFPNTGARIMLFTGGPPTQGP.... Result: 1 (interaction). (3) The miRNA is hsa-miR-200b-5p with sequence CAUCUUACUGGGCAGCAUUGGA. The protein sequence of the target gene is MLTLTRCHHLKQIAQECLSSLLVKVQSRTQLLLPRASARAESGKSWHSTHSLVGDKNIVLMGPPGSGKTTVGRILGDKLGCCVIDVDSDVLEKAWNMSASEKLQDVGNERFLEEEGKTVLNLSASGSVISLSGSNPMHDASMWHLKKNGIVVYLDVPLTDIISRLKSMRIDRIVGQNTGASLRDSLKHVRLYYKKWYDARVFCESGASAEEVADKVLDVVKRYQDVDSETFISTRHVCLKDHDKKFPPKYFSEAVVEGLASDGGLFVPEKEFPKLSPGEWNNLIGATYIERAQVLLERCI.... Result: 0 (no interaction). (4) The miRNA is hsa-let-7b-5p with sequence UGAGGUAGUAGGUUGUGUGGUU. The protein sequence of the target gene is MPSTSFPVPSKFPLGPAAAVFGRGETLGPAPRAGGTMKSAEEEHYGYASSNVSPALPLPTAHSTLPAPCHNLQTSTPGIIPPADHPSGYGAALDGGPAGYFLSSGHTRPDGAPALESPRIEITSCLGLYHNNNQFFHDVEVEDVLPSSKRSPSTATLSLPSLEAYRDPSCLSPASSLSSRSCNSEASSYESNYSYPYASPQTSPWQSPCVSPKTTDPEEGFPRGLGACTLLGSPRHSPSTSPRASVTEESWLGARSSRPASPCNKRKYSLNGRQPPYSPHHSPTPSPHGSPRVSVTDDSW.... Result: 1 (interaction). (5) The miRNA is mmu-miR-770-5p with sequence AGCACCACGUGUCUGGGCCACG. The protein sequence of the target gene is MKLLQVLLVLLFVALADGAQPKRCFSNVEGYCRKKCRLVEISEMGCLHGKYCCVNELENKKHKKHSVVEETVKLQDKSKVQDYMILPTVTYYTISI. Result: 0 (no interaction). (6) The miRNA is hsa-miR-4793-3p with sequence UCUGCACUGUGAGUUGGCUGGCU. The protein sequence of the target gene is MSELPGDVRAFLREHPSLRLQTDARKVRCILTGHELPCRLPELQVYTRGKKYQRLVRASPAFDYAEFEPHIVPSTKNPHQLFCKLTLRHINKCPEHVLRHTQGRRYQRALCKYEECQKQGVEYVPACLVHRRRRREDQMDGDGPRPREAFWEPTSSDEGGAASDDSMTDLYPPELFTRKDLGSTEDGDGTDDFLTDKEDEKAKPPREKATDESRRETTVYRGLVQKRGKKQLGSLKKKFKSHHRKPKSFSSCKQPG. Result: 1 (interaction).